This data is from Reaction yield outcomes from USPTO patents with 853,638 reactions. The task is: Predict the reaction yield, written as a fraction of the theoretical maximum amount of product (1.0 means a 100% yield; for example, 0.34 means a 34% yield). (1) The reactants are CCN(S(F)(F)[F:7])CC.[CH3:10][O:11][C:12](=[O:22])[C@@H:13]1[CH2:17][C:16](O)([CH2:18][CH:19]=[CH2:20])[CH2:15][NH:14]1. The catalyst is C(Cl)Cl. The product is [CH3:10][O:11][C:12](=[O:22])[C@@H:13]1[CH2:17][C:16]([F:7])([CH2:18][CH:19]=[CH2:20])[CH2:15][NH:14]1. The yield is 0.340. (2) The reactants are [F:1][C:2]1[CH:7]=[C:6]([O:8]C)[CH:5]=[C:4]([O:10]C)[CH:3]=1.B(Br)(Br)Br.CO. The catalyst is ClCCl. The product is [F:1][C:2]1[CH:3]=[C:4]([OH:10])[CH:5]=[C:6]([OH:8])[CH:7]=1. The yield is 0.970. (3) The reactants are [Cl:1][C:2]1[CH:7]=[CH:6][C:5]([S:8]([NH:11][C:12]2[C:13]([C:19]([C:21]3[C:22]([O:27]C)=[N:23][CH:24]=[CH:25][CH:26]=3)=[O:20])=[N:14][CH:15]=[C:16]([Cl:18])[CH:17]=2)(=[O:10])=[O:9])=[CH:4][C:3]=1[C:29]([F:32])([F:31])[F:30].C([O-])(O)=O.[Na+]. The catalyst is Br.CC(O)=O.O. The product is [Cl:1][C:2]1[CH:7]=[CH:6][C:5]([S:8]([NH:11][C:12]2[C:13]([C:19]([C:21]3[C:22]([OH:27])=[N:23][CH:24]=[CH:25][CH:26]=3)=[O:20])=[N:14][CH:15]=[C:16]([Cl:18])[CH:17]=2)(=[O:9])=[O:10])=[CH:4][C:3]=1[C:29]([F:32])([F:30])[F:31]. The yield is 0.618. (4) The reactants are [O:1]1CCO[CH:2]1[C:6]1[N:11]=[C:10]([N:12]2[CH2:17][CH2:16][N:15]([CH:18]([CH3:20])[CH3:19])[CH2:14][CH2:13]2)[CH:9]=[CH:8][CH:7]=1.C(O)=O. The catalyst is O. The product is [CH:18]([N:15]1[CH2:14][CH2:13][N:12]([C:10]2[N:11]=[C:6]([CH:2]=[O:1])[CH:7]=[CH:8][CH:9]=2)[CH2:17][CH2:16]1)([CH3:20])[CH3:19]. The yield is 0.820.